Dataset: Catalyst prediction with 721,799 reactions and 888 catalyst types from USPTO. Task: Predict which catalyst facilitates the given reaction. (1) Reactant: Cl[C:2]1[N:3]([C:15]2[CH:20]=[CH:19][CH:18]=[CH:17][C:16]=2[Cl:21])[C:4](=[O:14])[C:5]2[C:6]([N:13]=1)=[N:7][C:8]([S:11][CH3:12])=[N:9][CH:10]=2.[CH:22]([NH:24][NH2:25])=O. Product: [Cl:21][C:16]1[CH:17]=[CH:18][CH:19]=[CH:20][C:15]=1[N:3]1[C:4](=[O:14])[C:5]2[C:6](=[N:7][C:8]([S:11][CH3:12])=[N:9][CH:10]=2)[N:13]2[CH:22]=[N:24][N:25]=[C:2]12. The catalyst class is: 10. (2) Reactant: [O:1]=[C:2]1[N:7]([CH2:8][C:9](O)=[O:10])[C:6]([C:12]2[CH:17]=[CH:16][CH:15]=[CH:14][CH:13]=2)=[N:5][CH:4]=[C:3]1[NH:18][C:19](=[O:27])[CH2:20][C:21]1[CH:26]=[CH:25][CH:24]=[CH:23][CH:22]=1.CN1CCOCC1.ClC(OCC)=O.Cl.[NH2:42][CH:43]([CH:51]([CH3:53])[CH3:52])[C:44]([C:46]1[S:47][CH:48]=[CH:49][N:50]=1)=[O:45].C(OC(C)(C)C)C. Product: [CH3:52][CH:51]([CH3:53])[CH:43]([NH:42][C:9](=[O:10])[CH2:8][N:7]1[C:2](=[O:1])[C:3]([NH:18][C:19](=[O:27])[CH2:20][C:21]2[CH:26]=[CH:25][CH:24]=[CH:23][CH:22]=2)=[CH:4][N:5]=[C:6]1[C:12]1[CH:13]=[CH:14][CH:15]=[CH:16][CH:17]=1)[C:44]([C:46]1[S:47][CH:48]=[CH:49][N:50]=1)=[O:45]. The catalyst class is: 7. (3) Reactant: C([Li])CCC.[NH:6]1[CH2:11][CH2:10][CH2:9][CH2:8][CH2:7]1.[CH3:12][Si:13]([CH3:23])([CH:21]=[CH2:22])[C:14]1[CH:20]=[CH:19][C:17]([NH2:18])=[CH:16][CH:15]=1.O. Product: [CH3:12][Si:13]([CH3:23])([CH2:21][CH2:22][N:6]1[CH2:11][CH2:10][CH2:9][CH2:8][CH2:7]1)[C:14]1[CH:20]=[CH:19][C:17]([NH2:18])=[CH:16][CH:15]=1. The catalyst class is: 1. (4) Reactant: [NH2:1][CH2:2][CH:3]([OH:5])[CH3:4].Cl[C:7]([O:9][CH2:10][C:11]1[CH:16]=[CH:15][CH:14]=[CH:13][CH:12]=1)=[O:8].C(=O)([O-])[O-].[Na+].[Na+]. Product: [CH2:10]([O:9][C:7]([NH:1][CH2:2][CH:3]([OH:5])[CH3:4])=[O:8])[C:11]1[CH:16]=[CH:15][CH:14]=[CH:13][CH:12]=1. The catalyst class is: 6. (5) Reactant: CC[C@H]1[C@H]2C[C@H]([C@H](OC3C4C(=CC=CC=4)C(O[C@H](C4C=CN=C5C=4C=C(OC)C=C5)[C@@H]4N5C[C@H](CC)[C@@H](CC5)C4)=NN=3)C3C=CN=C4C=3C=C([O:22]C)C=C4)N(CC2)C1.CS(N)(=O)=O.[F:64][C:65]1[CH:70]=[C:69](/[CH:71]=[CH:72]/[CH3:73])[CH:68]=[C:67]([F:74])[C:66]=1[F:75].S([O-])([O-])=O.[Na+].[Na+].[OH2:82]. Product: [F:64][C:65]1[CH:70]=[C:69]([C@H:71]([OH:22])[C@@H:72]([OH:82])[CH3:73])[CH:68]=[C:67]([F:74])[C:66]=1[F:75]. The catalyst class is: 107. (6) Reactant: C(OC(=O)[NH:7][C:8]1[S:9][C:10]([CH2:13][CH2:14][NH:15][C:16]2[C:17]3[S:24][C:23](Br)=[CH:22][C:18]=3[N:19]=[CH:20][N:21]=2)=[CH:11][N:12]=1)(C)(C)C.[N:27]1[CH:32]=[CH:31][C:30](B(O)O)=[CH:29][CH:28]=1.C([O-])([O-])=O.[Na+].[Na+].O. Product: [NH2:7][C:8]1[S:9][C:10]([CH2:13][CH2:14][NH:15][C:16]2[C:17]3[S:24][C:23]([C:30]4[CH:31]=[CH:32][N:27]=[CH:28][CH:29]=4)=[CH:22][C:18]=3[N:19]=[CH:20][N:21]=2)=[CH:11][N:12]=1. The catalyst class is: 3.